This data is from Catalyst prediction with 721,799 reactions and 888 catalyst types from USPTO. The task is: Predict which catalyst facilitates the given reaction. (1) Reactant: [C:1]([O:5][C:6]([N:8]1[CH2:12][C:11](=[CH2:13])[CH2:10][C@H:9]1[C:14]([OH:16])=[O:15])=[O:7])([CH3:4])([CH3:3])[CH3:2].[CH2:17](Br)[C:18]1[CH:23]=[CH:22][CH:21]=[CH:20][CH:19]=1.C(=O)([O-])[O-].[Cs+].[Cs+]. Product: [C:1]([O:5][C:6]([N:8]1[CH2:12][C:11](=[CH2:13])[CH2:10][C@H:9]1[C:14]([O:16][CH2:17][C:18]1[CH:23]=[CH:22][CH:21]=[CH:20][CH:19]=1)=[O:15])=[O:7])([CH3:4])([CH3:2])[CH3:3]. The catalyst class is: 3. (2) Reactant: [CH3:1][CH:2]1[C:10]2[C:5](=[CH:6][CH:7]=[CH:8][CH:9]=2)[NH:4][C:3]1=[O:11].C(=O)([O-])[O-].[K+].[K+].Br[CH2:19][CH2:20][CH2:21][Cl:22].O. Product: [Cl:22][CH2:21][CH2:20][CH2:19][N:4]1[C:5]2[C:10](=[CH:9][CH:8]=[CH:7][CH:6]=2)[CH:2]([CH3:1])[C:3]1=[O:11]. The catalyst class is: 10. (3) Reactant: Br[C:2]1[CH:3]=[C:4]2[C:9](=[CH:10][CH:11]=1)[N:8]=[CH:7][CH:6]=[C:5]2[O:12][CH2:13][CH3:14].C([Li])CCC.CN(C)[CH:22]=[O:23]. Product: [CH2:13]([O:12][C:5]1[C:4]2[C:9](=[CH:10][CH:11]=[C:2]([CH:22]=[O:23])[CH:3]=2)[N:8]=[CH:7][CH:6]=1)[CH3:14]. The catalyst class is: 627. (4) Reactant: [CH2:1]([C:5]1[CH:6]=[C:7]([CH:9]=[CH:10][C:11]=1[C:12](F)([C:17]([F:20])([F:19])[F:18])[C:13]([F:16])([F:15])[F:14])[NH2:8])[CH:2]([CH3:4])[CH3:3].[BH4-].[Na+].C(O)(=O)C. Product: [CH2:1]([C:5]1[CH:6]=[C:7]([CH:9]=[CH:10][C:11]=1[CH:12]([C:13]([F:14])([F:15])[F:16])[C:17]([F:18])([F:20])[F:19])[NH2:8])[CH:2]([CH3:4])[CH3:3]. The catalyst class is: 148.